Dataset: Catalyst prediction with 721,799 reactions and 888 catalyst types from USPTO. Task: Predict which catalyst facilitates the given reaction. (1) Reactant: Br[C:2]1[CH:7]=[CH:6][C:5]([C:8]2[NH:12][C:11]([C@@H:13]3[CH2:17][CH2:16][CH2:15][N:14]3[C:18]([O:20][C:21]([CH3:24])([CH3:23])[CH3:22])=[O:19])=[N:10][C:9]=2[Cl:25])=[CH:4][CH:3]=1.[CH3:26][C:27]1([CH3:53])[C:31]([CH3:33])([CH3:32])[O:30][B:29]([C:34]2[CH:43]=[CH:42][C:41]3[C:36](=[CH:37][CH:38]=[C:39](B4OC(C)(C)C(C)(C)O4)[CH:40]=3)[CH:35]=2)[O:28]1. Product: [Cl:25][C:9]1[N:10]=[C:11]([C@@H:13]2[CH2:17][CH2:16][CH2:15][N:14]2[C:18]([O:20][C:21]([CH3:24])([CH3:23])[CH3:22])=[O:19])[NH:12][C:8]=1[C:5]1[CH:6]=[CH:7][C:2]([C:39]2[CH:38]=[CH:37][C:36]3[C:41](=[CH:42][CH:43]=[C:34]([B:29]4[O:28][C:27]([CH3:53])([CH3:26])[C:31]([CH3:33])([CH3:32])[O:30]4)[CH:35]=3)[CH:40]=2)=[CH:3][CH:4]=1. The catalyst class is: 108. (2) Reactant: [C:1]1([CH:7]2[CH2:12][CH2:11][CH2:10][C:9](=[O:13])[CH2:8]2)[CH:6]=[CH:5][CH:4]=[CH:3][CH:2]=1.[H-].[Na+].[C:16](=O)([O:19]C)[O:17][CH3:18]. Product: [O:13]=[C:9]1[CH2:8][CH:7]([C:1]2[CH:6]=[CH:5][CH:4]=[CH:3][CH:2]=2)[CH2:12][CH2:11][CH:10]1[C:16]([O:17][CH3:18])=[O:19]. The catalyst class is: 1. (3) Reactant: [CH3:1][C:2]1[CH:7]=[CH:6][C:5]([C:8]2[O:9][C:10]3[CH:16]=[CH:15][CH:14]=[CH:13][C:11]=3[N:12]=2)=[CH:4][C:3]=1[C:17]([F:20])([F:19])[F:18].C1C(=O)N([Br:28])C(=O)C1.C(OOC(=O)C1C=CC=CC=1)(=O)C1C=CC=CC=1. Product: [Br:28][CH2:1][C:2]1[CH:7]=[CH:6][C:5]([C:8]2[O:9][C:10]3[CH:16]=[CH:15][CH:14]=[CH:13][C:11]=3[N:12]=2)=[CH:4][C:3]=1[C:17]([F:20])([F:18])[F:19]. The catalyst class is: 53. (4) Reactant: [NH2:1][C:2]1[S:3][C:4]2[CH:10]=[C:9]([O:11][C:12]3[CH:13]=[CH:14][C:15]([CH3:32])=[C:16]([NH:18][C:19](=[O:31])[C:20]4[CH:25]=[CH:24][CH:23]=[C:22]([C:26]([C:29]#[N:30])([CH3:28])[CH3:27])[CH:21]=4)[CH:17]=3)[CH:8]=[CH:7][C:5]=2[N:6]=1.N1C=CC=CC=1.[C:39](Cl)(=[O:41])[CH3:40]. Product: [C:39]([NH:1][C:2]1[S:3][C:4]2[CH:10]=[C:9]([O:11][C:12]3[CH:13]=[CH:14][C:15]([CH3:32])=[C:16]([NH:18][C:19](=[O:31])[C:20]4[CH:25]=[CH:24][CH:23]=[C:22]([C:26]([C:29]#[N:30])([CH3:27])[CH3:28])[CH:21]=4)[CH:17]=3)[CH:8]=[CH:7][C:5]=2[N:6]=1)(=[O:41])[CH3:40]. The catalyst class is: 54. (5) Reactant: [CH3:1][O:2][CH2:3][C@H:4]([N:6]1[CH2:14][C:13]2[C:8](=[CH:9][CH:10]=[CH:11][C:12]=2[N+:15]([O-])=O)[C:7]1=[O:18])[CH3:5].[H][H]. Product: [NH2:15][C:12]1[CH:11]=[CH:10][CH:9]=[C:8]2[C:13]=1[CH2:14][N:6]([C@H:4]([CH3:5])[CH2:3][O:2][CH3:1])[C:7]2=[O:18]. The catalyst class is: 19. (6) The catalyst class is: 20. Product: [OH:11][C:8]1[C:5]([CH:6]=[O:7])=[CH:4][C:3]([O:2][CH3:1])=[N:10][CH:9]=1. Reactant: [CH3:1][O:2][C:3]1[CH:4]=[C:5]([C:8]([O:11]COC)=[CH:9][N:10]=1)[CH:6]=[O:7].Cl. (7) Reactant: [CH2:1]([O:3][C:4](=[O:14])[NH:5][C:6]([N:8]1[CH2:13][CH2:12][O:11][CH2:10][CH2:9]1)=S)[CH3:2].Cl.[O:16]1[C:20]2[CH:21]=[CH:22][CH:23]=[CH:24][C:19]=2[N:18]=[C:17]1[CH:25]([OH:38])[CH:26]([NH:29][C:30](=[O:37])[CH:31]([NH2:36])[CH2:32][CH:33]([CH3:35])[CH3:34])[CH2:27][CH3:28].C(N(C(C)C)CC)(C)C.[I-].ClC1C=CC=C[N+]=1C. Product: [CH2:1]([O:3][C:4](=[O:14])[N:5]=[C:6]([NH:36][C@H:31]([C:30](=[O:37])[NH:29][C@H:26]([C:25]([C:17]1[O:16][C:20]2[CH:21]=[CH:22][CH:23]=[CH:24][C:19]=2[N:18]=1)=[O:38])[CH2:27][CH3:28])[CH2:32][CH:33]([CH3:34])[CH3:35])[N:8]1[CH2:13][CH2:12][O:11][CH2:10][CH2:9]1)[CH3:2]. The catalyst class is: 4. (8) Reactant: [O:1]1[CH:6]=[CH:5][CH2:4][CH2:3][CH2:2]1.[Cl:7][C:8]1[C:9]2[CH:16]=[CH:15][N:14]([C@H:17]([CH3:20])[CH2:18][OH:19])[C:10]=2[N:11]=[CH:12][N:13]=1.C1(C)C=CC(S([O-])(=O)=O)=CC=1.[NH+]1C=CC=CC=1. Product: [Cl:7][C:8]1[C:9]2[CH:16]=[CH:15][N:14]([C@H:17]([CH3:20])[CH2:18][O:19][CH:6]3[CH2:5][CH2:4][CH2:3][CH2:2][O:1]3)[C:10]=2[N:11]=[CH:12][N:13]=1. The catalyst class is: 2.